Dataset: Full USPTO retrosynthesis dataset with 1.9M reactions from patents (1976-2016). Task: Predict the reactants needed to synthesize the given product. (1) Given the product [CH3:32][O:31][C:26]1[C:27]([O:29][CH3:30])=[CH:28][C:23]([C:22]([C:14]2[C:15]([C:17]([O:19][CH2:20][CH3:21])=[O:18])=[N:16][N:12]([CH:9]([O:8][C:6]([O:7][CH:43]([CH2:48][CH3:47])[CH2:44][CH3:45])=[O:42])[CH2:10][CH3:11])[N:13]=2)=[O:36])=[C:24]([N+:33]([O-:35])=[O:34])[CH:25]=1, predict the reactants needed to synthesize it. The reactants are: N1C=CN=C1[C:6]([O:8][CH:9]([N:12]1[N:16]=[C:15]([C:17]([O:19][CH2:20][CH3:21])=[O:18])[C:14]([C:22](=[O:36])[C:23]2[CH:28]=[C:27]([O:29][CH3:30])[C:26]([O:31][CH3:32])=[CH:25][C:24]=2[N+:33]([O-:35])=[O:34])=[N:13]1)[CH2:10][CH3:11])=[O:7].CCC([OH:42])CC.[C:43]1(C)[CH:48]=[CH:47]C=[CH:45][CH:44]=1. (2) Given the product [CH2:1]([N:3]([CH2:21][CH3:22])[CH2:4][CH2:5][N:6]1[CH2:13][CH2:12][CH2:11][CH2:10][C:9]2[NH:14][C:15]([CH:18]=[C:27]3[C:26]4[C:30](=[CH:31][CH:32]=[C:24]([F:23])[CH:25]=4)[NH:29][C:28]3=[O:33])=[C:16]([CH3:17])[C:8]=2[C:7]1=[O:20])[CH3:2], predict the reactants needed to synthesize it. The reactants are: [CH2:1]([N:3]([CH2:21][CH3:22])[CH2:4][CH2:5][N:6]1[CH2:13][CH2:12][CH2:11][CH2:10][C:9]2[NH:14][C:15]([CH:18]=O)=[C:16]([CH3:17])[C:8]=2[C:7]1=[O:20])[CH3:2].[F:23][C:24]1[CH:25]=[C:26]2[C:30](=[CH:31][CH:32]=1)[NH:29][C:28](=[O:33])[CH2:27]2.N1CCCCC1.